This data is from Forward reaction prediction with 1.9M reactions from USPTO patents (1976-2016). The task is: Predict the product of the given reaction. Given the reactants [CH2:1]([O:3][C:4](=[O:31])[CH2:5][C:6]1[CH:11]=[CH:10][C:9]([O:12][CH3:13])=[C:8]([O:14][C:15]2[CH:20]=[CH:19][C:18]([N+:21]([O-])=O)=[CH:17][C:16]=2[CH2:24][N:25]([C:28](=[O:30])[CH3:29])[CH2:26][CH3:27])[CH:7]=1)[CH3:2].CN(C)N.C, predict the reaction product. The product is: [CH2:1]([O:3][C:4](=[O:31])[CH2:5][C:6]1[CH:11]=[CH:10][C:9]([O:12][CH3:13])=[C:8]([O:14][C:15]2[CH:20]=[CH:19][C:18]([NH2:21])=[CH:17][C:16]=2[CH2:24][N:25]([C:28](=[O:30])[CH3:29])[CH2:26][CH3:27])[CH:7]=1)[CH3:2].